Task: Predict the reactants needed to synthesize the given product.. Dataset: Retrosynthesis with 50K atom-mapped reactions and 10 reaction types from USPTO (1) Given the product CC(=O)OC[C@@H]1[C@@H](OC(C)=O)[C@@H](OC(C)=O)[C@H](c2c[nH]c3c(N)ncnc23)N1C(=O)OC(C)(C)C, predict the reactants needed to synthesize it. The reactants are: CC(=O)OC[C@@H]1[C@@H](OC(C)=O)[C@@H](OC(C)=O)[C@H](c2c[nH]c3c(N=[N+]=[N-])ncnc23)N1C(=O)OC(C)(C)C. (2) Given the product COc1ccc(S(=O)(=O)Nc2cccc(-c3ccc4nc(NC(C)=O)sc4c3)c2)cc1, predict the reactants needed to synthesize it. The reactants are: CC(=O)Nc1nc2ccc(-c3cccc(N)c3)cc2s1.COc1ccc(S(=O)(=O)Cl)cc1. (3) Given the product Cc1nn(-c2nc(Nc3ccc(Cl)cc3)c3ncn(C)c3n2)cc1Cl, predict the reactants needed to synthesize it. The reactants are: Cc1n[nH]cc1Cl.Cn1cnc2c(Nc3ccc(Cl)cc3)nc(Cl)nc21.